Dataset: Full USPTO retrosynthesis dataset with 1.9M reactions from patents (1976-2016). Task: Predict the reactants needed to synthesize the given product. (1) Given the product [Br:46][C:47]1[CH:48]=[C:49]([O:45][C@@H:43]([C:36]2[C:37]([Cl:42])=[CH:38][CH:39]=[C:40]([F:41])[C:35]=2[Cl:34])[CH3:44])[C:50]([N+:53]([O-:55])=[O:54])=[N:51][CH:52]=1, predict the reactants needed to synthesize it. The reactants are: C1(P(C2C=CC=CC=2)C2C=CC=CC=2)C=CC=CC=1.CC(OC(/N=N/C(OC(C)C)=O)=O)C.[Cl:34][C:35]1[C:40]([F:41])=[CH:39][CH:38]=[C:37]([Cl:42])[C:36]=1[C@@H:43]([OH:45])[CH3:44].[Br:46][C:47]1[CH:48]=[C:49](O)[C:50]([N+:53]([O-:55])=[O:54])=[N:51][CH:52]=1. (2) Given the product [Cl:38][C:22]1[C:23]([NH:25][C:26]2[CH:31]=[CH:30][CH:29]=[CH:28][C:27]=2[S:32]([N:35]([CH3:37])[CH3:36])(=[O:34])=[O:33])=[N:24][C:19]([NH:1][C:2]2[CH:15]=[CH:14][C:5]3[N:6]([CH2:12][CH3:13])[C:7](=[O:11])[CH2:8][CH2:9][CH2:10][C:4]=3[C:3]=2[O:16][CH3:17])=[N:20][CH:21]=1, predict the reactants needed to synthesize it. The reactants are: [NH2:1][C:2]1[CH:15]=[CH:14][C:5]2[N:6]([CH2:12][CH3:13])[C:7](=[O:11])[CH2:8][CH2:9][CH2:10][C:4]=2[C:3]=1[O:16][CH3:17].Cl[C:19]1[N:24]=[C:23]([NH:25][C:26]2[CH:31]=[CH:30][CH:29]=[CH:28][C:27]=2[S:32]([N:35]([CH3:37])[CH3:36])(=[O:34])=[O:33])[C:22]([Cl:38])=[CH:21][N:20]=1. (3) Given the product [CH3:8][C:7]([O:9][C:10]1[CH:11]=[CH:12][C:13]([C:14]([O:16][CH2:17][C:18]2[N:22]([CH2:23][CH2:24][CH3:25])[N:21]=[C:20]([CH2:26][C:27]3[CH:32]=[CH:31][C:30]([CH3:33])=[CH:29][CH:28]=3)[CH:19]=2)=[O:15])=[CH:34][CH:35]=1)([CH3:36])[C:6]([OH:37])=[O:5], predict the reactants needed to synthesize it. The reactants are: C([O:5][C:6](=[O:37])[C:7]([CH3:36])([O:9][C:10]1[CH:35]=[CH:34][C:13]([C:14]([O:16][CH2:17][C:18]2[N:22]([CH2:23][CH2:24][CH3:25])[N:21]=[C:20]([CH2:26][C:27]3[CH:32]=[CH:31][C:30]([CH3:33])=[CH:29][CH:28]=3)[CH:19]=2)=[O:15])=[CH:12][CH:11]=1)[CH3:8])(C)(C)C.Cl.O1CCOCC1.